This data is from Forward reaction prediction with 1.9M reactions from USPTO patents (1976-2016). The task is: Predict the product of the given reaction. (1) Given the reactants [NH2:1][C:2]1[CH:7]=[CH:6][C:5]([O:8][CH3:9])=[CH:4][C:3]=1[C:10]([C:12]1[CH:17]=[CH:16][CH:15]=[C:14]([F:18])[CH:13]=1)=[O:11].C(O[BH-](OC(=O)C)OC(=O)C)(=O)C.[Na+].C(O)(=O)C.[CH3:37][O:38][C:39]1[CH:46]=[C:45]([O:47][CH3:48])[CH:44]=[CH:43][C:40]=1[CH:41]=O, predict the reaction product. The product is: [CH3:37][O:38][C:39]1[CH:46]=[C:45]([O:47][CH3:48])[CH:44]=[CH:43][C:40]=1[CH2:41][NH:1][C:2]1[CH:7]=[CH:6][C:5]([O:8][CH3:9])=[CH:4][C:3]=1[C:10]([C:12]1[CH:17]=[CH:16][CH:15]=[C:14]([F:18])[CH:13]=1)=[O:11]. (2) Given the reactants [OH:1][C:2]1[CH:7]=[CH:6][C:5]([C:8]([C:18]2[CH:37]=[CH:36][C:21]([O:22][CH2:23][CH:24]3[CH2:28][CH2:27][CH2:26][N:25]3C(OC(C)(C)C)=O)=[CH:20][CH:19]=2)=[C:9]([C:12]2[CH:17]=[CH:16][CH:15]=[CH:14][CH:13]=2)[CH2:10][CH3:11])=[CH:4][CH:3]=1.C(O)(C(F)(F)F)=O, predict the reaction product. The product is: [C:12]1([C:9]([CH2:10][CH3:11])=[C:8]([C:5]2[CH:4]=[CH:3][C:2]([OH:1])=[CH:7][CH:6]=2)[C:18]2[CH:37]=[CH:36][C:21]([O:22][CH2:23][C@@H:24]3[CH2:28][CH2:27][CH2:26][NH:25]3)=[CH:20][CH:19]=2)[CH:13]=[CH:14][CH:15]=[CH:16][CH:17]=1. (3) Given the reactants [Cl:1][C:2]1[CH:3]=[C:4]([C:9]2([C:24]([F:27])([F:26])[F:25])[O:13][N:12]=[C:11]([C:14]3[CH:22]=[CH:21][C:17]([C:18]([OH:20])=O)=[C:16]([CH3:23])[CH:15]=3)[CH2:10]2)[CH:5]=[C:6]([Cl:8])[CH:7]=1.CCN(CC)CC.CN(C(ON1N=NC2C=CC=NC1=2)=[N+](C)C)C.F[P-](F)(F)(F)(F)F.Cl.[NH2:60][CH2:61][C:62]1[CH:63]=[CH:64][C:65]2[C:69]([CH3:71])([CH3:70])[O:68][B:67]([OH:72])[C:66]=2[CH:73]=1, predict the reaction product. The product is: [Cl:1][C:2]1[CH:3]=[C:4]([C:9]2([C:24]([F:25])([F:26])[F:27])[O:13][N:12]=[C:11]([C:14]3[CH:22]=[CH:21][C:17]([C:18]([NH:60][CH2:61][C:62]4[CH:63]=[CH:64][C:65]5[C:69]([CH3:71])([CH3:70])[O:68][B:67]([OH:72])[C:66]=5[CH:73]=4)=[O:20])=[C:16]([CH3:23])[CH:15]=3)[CH2:10]2)[CH:5]=[C:6]([Cl:8])[CH:7]=1.